Dataset: Full USPTO retrosynthesis dataset with 1.9M reactions from patents (1976-2016). Task: Predict the reactants needed to synthesize the given product. (1) Given the product [CH3:1][O:2][C:3](=[O:22])[C:4]1[CH:9]=[CH:8][C:7]([NH2:10])=[N:6][C:5]=1[Cl:21], predict the reactants needed to synthesize it. The reactants are: [CH3:1][O:2][C:3](=[O:22])[C:4]1[CH:9]=[CH:8][C:7]([N:10]2C(=O)C3C(=CC=CC=3)C2=O)=[N:6][C:5]=1[Cl:21]. (2) Given the product [NH2:24][CH2:25][CH2:26][NH:27][C:11]([NH:12][C:13]1[CH:18]=[C:17]([Cl:19])[CH:16]=[CH:15][C:14]=1[O:20][CH2:21][C:22]([N:24]1[CH2:29][C@H:28]([CH3:30])[N:27]([CH2:31][C:32]2[CH:33]=[CH:34][C:35]([F:38])=[CH:36][CH:37]=2)[CH2:26][C@H:25]1[CH3:39])=[O:23])=[O:40], predict the reactants needed to synthesize it. The reactants are: [N+](C1C=CC(O[C:11](=[O:40])[NH:12][C:13]2[CH:18]=[C:17]([Cl:19])[CH:16]=[CH:15][C:14]=2[O:20][CH2:21][C:22]([N:24]2[CH2:29][C@H:28]([CH3:30])[N:27]([CH2:31][C:32]3[CH:37]=[CH:36][C:35]([F:38])=[CH:34][CH:33]=3)[CH2:26][C@H:25]2[CH3:39])=[O:23])=CC=1)([O-])=O. (3) Given the product [CH:1]1([O:10][C:11]([NH:12][C:13]2[C:14]([CH3:25])=[N:15][O:16][C:17]=2[C:18]2[CH:23]=[CH:22][C:21]([C:34]3[CH:33]=[CH:32][CH:31]=[C:30]([C:27]([OH:29])=[O:28])[CH:35]=3)=[CH:20][CH:19]=2)=[O:26])[C:9]2[C:4](=[CH:5][CH:6]=[CH:7][CH:8]=2)[CH2:3][CH2:2]1, predict the reactants needed to synthesize it. The reactants are: [CH:1]1([O:10][C:11](=[O:26])[NH:12][C:13]2[C:14]([CH3:25])=[N:15][O:16][C:17]=2[C:18]2[CH:23]=[CH:22][C:21](Br)=[CH:20][CH:19]=2)[C:9]2[C:4](=[CH:5][CH:6]=[CH:7][CH:8]=2)[CH2:3][CH2:2]1.[C:27]([C:30]1[CH:31]=[C:32](B(O)O)[CH:33]=[CH:34][CH:35]=1)([OH:29])=[O:28]. (4) Given the product [C:36]([O:37][C:29]1[C:27](=[O:28])[N:2]([CH3:3])[C:4]([CH:5]2[CH2:13][C:12]3[C:7](=[CH:8][CH:9]=[CH:10][CH:11]=3)[N:6]2[C:14]([O:16][CH2:17][C:18]2[CH:23]=[CH:22][CH:21]=[CH:20][CH:19]=2)=[O:15])=[N:24][C:30]=1[C:31]([O:33][CH3:34])=[O:32])(=[O:35])[C:38]1[CH:43]=[CH:42][CH:41]=[CH:40][CH:39]=1, predict the reactants needed to synthesize it. The reactants are: O[N:2]([C:4](=[NH:24])[CH:5]1[CH2:13][C:12]2[C:7](=[CH:8][CH:9]=[CH:10][CH:11]=2)[N:6]1[C:14]([O:16][CH2:17][C:18]1[CH:23]=[CH:22][CH:21]=[CH:20][CH:19]=1)=[O:15])[CH3:3].CO[C:27]([C:29]#[C:30][C:31]([O:33][CH3:34])=[O:32])=[O:28].[O:35](C(C1C=CC=CC=1)=O)[C:36]([C:38]1[CH:43]=[CH:42][CH:41]=[CH:40][CH:39]=1)=[O:37].